From a dataset of Forward reaction prediction with 1.9M reactions from USPTO patents (1976-2016). Predict the product of the given reaction. (1) Given the reactants [C:1]([O:5][C:6]([N:8]1[CH2:13][CH2:12][C:11](=O)[CH:10]([C:15](=O)[C:16]2[CH:21]=[CH:20][C:19]([CH3:22])=[CH:18][CH:17]=2)[CH2:9]1)=[O:7])([CH3:4])([CH3:3])[CH3:2].FC(F)(F)C(O)=O.[N:31]1([C:36]([NH2:38])=[NH:37])[CH2:35][CH2:34][CH2:33][CH2:32]1.CC(C)([O-])C.[Na+], predict the reaction product. The product is: [C:1]([O:5][C:6]([N:8]1[CH2:13][CH2:12][C:11]2[N:37]=[C:36]([N:31]3[CH2:35][CH2:34][CH2:33][CH2:32]3)[N:38]=[C:15]([C:16]3[CH:21]=[CH:20][C:19]([CH3:22])=[CH:18][CH:17]=3)[C:10]=2[CH2:9]1)=[O:7])([CH3:4])([CH3:3])[CH3:2]. (2) Given the reactants [Br:1][C:2]1[CH:3]=[C:4]([S:8](Cl)(=[O:10])=[O:9])[CH:5]=[N:6][CH:7]=1.[CH3:12][NH:13][C:14]1[CH:19]=[CH:18][C:17]([NH:20][C:21]([NH:23][C:24]2[CH:29]=[CH:28][CH:27]=[CH:26][CH:25]=2)=[O:22])=[CH:16][CH:15]=1, predict the reaction product. The product is: [CH3:12][N:13]([C:14]1[CH:15]=[CH:16][C:17]([NH:20][C:21]([NH:23][C:24]2[CH:29]=[CH:28][CH:27]=[CH:26][CH:25]=2)=[O:22])=[CH:18][CH:19]=1)[S:8]([C:4]1[CH:5]=[N:6][CH:7]=[C:2]([Br:1])[CH:3]=1)(=[O:10])=[O:9]. (3) Given the reactants [NH2:1][C:2]1[CH:7]=[CH:6][C:5]([C:8](=[O:11])[CH2:9][CH3:10])=[CH:4][CH:3]=1.[C:12](OC(=O)C)(=[O:14])[CH3:13], predict the reaction product. The product is: [C:8]([C:5]1[CH:4]=[CH:3][C:2]([NH:1][C:12](=[O:14])[CH3:13])=[CH:7][CH:6]=1)(=[O:11])[CH2:9][CH3:10]. (4) Given the reactants C1C=CC2N(O)N=[N:7][C:5]=2C=1.[F:11][C:12]1[CH:17]=[CH:16][C:15]([CH:18]([N:22]2[CH2:27][CH2:26][CH2:25]/[C:24](=[CH:28]\[C:29]3[CH:34]=[CH:33][C:32]([N:35]4[CH:39]=[C:38]([CH3:40])[N:37]=[CH:36]4)=[C:31]([O:41][CH3:42])[CH:30]=3)/[C:23]2=[O:43])[C:19](O)=[O:20])=[CH:14][CH:13]=1.CN.O.C(=O)(O)[O-].[Na+], predict the reaction product. The product is: [F:11][C:12]1[CH:17]=[CH:16][C:15]([CH:18]([N:22]2[CH2:27][CH2:26][CH2:25]/[C:24](=[CH:28]\[C:29]3[CH:34]=[CH:33][C:32]([N:35]4[CH:39]=[C:38]([CH3:40])[N:37]=[CH:36]4)=[C:31]([O:41][CH3:42])[CH:30]=3)/[C:23]2=[O:43])[C:19]([NH:7][CH3:5])=[O:20])=[CH:14][CH:13]=1. (5) The product is: [F:3][C:4]([F:13])([F:14])[C:5]1[CH:12]=[CH:11][CH:10]=[CH:9][C:6]=1[CH2:7][O:8][C:21]1[CH:20]=[CH:19][N:18]=[C:17]([C:15]#[N:16])[CH:22]=1. Given the reactants [H-].[Na+].[F:3][C:4]([F:14])([F:13])[C:5]1[CH:12]=[CH:11][CH:10]=[CH:9][C:6]=1[CH2:7][OH:8].[C:15]([C:17]1[CH:22]=[C:21](Cl)[CH:20]=[CH:19][N:18]=1)#[N:16].[Cl-].[NH4+], predict the reaction product. (6) Given the reactants [CH2:1]1[C:9]2[C:8]3[CH:10]=[CH:11][CH:12]=[CH:13][C:7]=3[O:6][C:5]=2[CH2:4][CH2:3][CH:2]1[NH2:14].[C:15]1([CH2:21][C:22](Cl)=[O:23])[CH:20]=[CH:19][CH:18]=[CH:17][CH:16]=1.C(N(CC)CC)C, predict the reaction product. The product is: [C:15]1([CH2:21][C:22]([NH:14][C:2]2[CH:3]=[CH:4][C:5]3[O:6][C:7]4[CH2:13][CH2:12][CH2:11][CH2:10][C:8]=4[C:9]=3[CH:1]=2)=[O:23])[CH:20]=[CH:19][CH:18]=[CH:17][CH:16]=1. (7) Given the reactants [S:1]1[CH:5]=[CH:4][CH:3]=[C:2]1[CH2:6][C:7]#[N:8].Cl[CH2:10][CH:11]=[CH:12][CH2:13]Cl.[H-].[Na+], predict the reaction product. The product is: [S:1]1[CH:5]=[CH:4][CH:3]=[C:2]1[C:6]1([C:7]#[N:8])[CH2:13][CH:12]=[CH:11][CH2:10]1.